This data is from Forward reaction prediction with 1.9M reactions from USPTO patents (1976-2016). The task is: Predict the product of the given reaction. The product is: [CH3:29][CH2:30][O:31][C:32]([C@@H:34]([NH:43][C@H:44]([C:46]([N:48]1[C@H:55]([C:56]([OH:58])=[O:57])[CH2:54][C@H:53]2[C@@H:49]1[CH2:50][CH2:51][CH2:52]2)=[O:47])[CH3:45])[CH2:35][CH2:36][C:37]1[CH:42]=[CH:41][CH:40]=[CH:39][CH:38]=1)=[O:33].[CH3:1][CH2:2][O:3][C:4]([C:6]1[CH:11]([C:12]2[CH:13]=[CH:14][CH:15]=[CH:16][C:17]=2[Cl:18])[C:10]([C:19]([O:21][CH3:22])=[O:20])=[C:9]([CH3:23])[NH:8][C:7]=1[CH2:24][O:25][CH2:26][CH2:27][NH2:28])=[O:5]. Given the reactants [CH3:1][CH2:2][O:3][C:4]([C:6]1[CH:11]([C:12]2[CH:13]=[CH:14][CH:15]=[CH:16][C:17]=2[Cl:18])[C:10]([C:19]([O:21][CH3:22])=[O:20])=[C:9]([CH3:23])[NH:8][C:7]=1[CH2:24][O:25][CH2:26][CH2:27][NH2:28])=[O:5].[CH3:29][CH2:30][O:31][C:32]([C@@H:34]([NH:43][C@H:44]([C:46]([N:48]1[C@H:55]([C:56]([OH:58])=[O:57])[CH2:54][C@H:53]2[C@@H:49]1[CH2:50][CH2:51][CH2:52]2)=[O:47])[CH3:45])[CH2:35][CH2:36][C:37]1[CH:38]=[CH:39][CH:40]=[CH:41][CH:42]=1)=[O:33], predict the reaction product.